From a dataset of Peptide-MHC class I binding affinity with 185,985 pairs from IEDB/IMGT. Regression. Given a peptide amino acid sequence and an MHC pseudo amino acid sequence, predict their binding affinity value. This is MHC class I binding data. (1) The peptide sequence is QHSPISPL. The binding affinity (normalized) is 0.00440. The MHC is H-2-Kd with pseudo-sequence H-2-Kd. (2) The peptide sequence is KLVGLGLNAV. The MHC is HLA-A02:01 with pseudo-sequence HLA-A02:01. The binding affinity (normalized) is 0.738. (3) The peptide sequence is ILLLCLIFLL. The MHC is HLA-A03:01 with pseudo-sequence HLA-A03:01. The binding affinity (normalized) is 0.378. (4) The peptide sequence is LSNGASLTIK. The MHC is HLA-A33:01 with pseudo-sequence HLA-A33:01. The binding affinity (normalized) is 0.154. (5) The MHC is HLA-A68:02 with pseudo-sequence HLA-A68:02. The binding affinity (normalized) is 0.641. The peptide sequence is FLAALFYTS. (6) The peptide sequence is FLIFHFFLFL. The MHC is HLA-A68:02 with pseudo-sequence HLA-A68:02. The binding affinity (normalized) is 0.430. (7) The peptide sequence is MTIGMANLI. The MHC is HLA-C05:01 with pseudo-sequence HLA-C05:01. The binding affinity (normalized) is 0.0847. (8) The peptide sequence is GVRQFSGWM. The MHC is HLA-B07:02 with pseudo-sequence HLA-B07:02. The binding affinity (normalized) is 0.711.